Regression. Given a peptide amino acid sequence and an MHC pseudo amino acid sequence, predict their binding affinity value. This is MHC class II binding data. From a dataset of Peptide-MHC class II binding affinity with 134,281 pairs from IEDB. (1) The peptide sequence is EVFCQTIKLDSEEYH. The MHC is DRB1_0901 with pseudo-sequence DRB1_0901. The binding affinity (normalized) is 0.561. (2) The peptide sequence is KDGRRIVVPCREQDE. The MHC is HLA-DQA10102-DQB10501 with pseudo-sequence HLA-DQA10102-DQB10501. The binding affinity (normalized) is 0. (3) The peptide sequence is AQSLCFLLTQKSKSF. The MHC is DRB1_1501 with pseudo-sequence DRB1_1501. The binding affinity (normalized) is 0.694. (4) The peptide sequence is GTGVLTPSSKRFQPF. The MHC is DRB1_0301 with pseudo-sequence DRB1_0301. The binding affinity (normalized) is 0.259. (5) The peptide sequence is KSVPLEMLLINLTTI. The MHC is DRB1_0802 with pseudo-sequence DRB1_0802. The binding affinity (normalized) is 0.620.